This data is from Forward reaction prediction with 1.9M reactions from USPTO patents (1976-2016). The task is: Predict the product of the given reaction. (1) Given the reactants [CH3:1][N:2]1[CH:6]=[N:5][CH:4]=[N:3]1.C([Li])CCC.[C:12](=[O:14])=[O:13], predict the reaction product. The product is: [CH3:1][N:2]1[C:6]([C:12]([OH:14])=[O:13])=[N:5][CH:4]=[N:3]1. (2) Given the reactants [F:1][C:2]1[CH:3]=[CH:4][CH:5]=[C:6]2[C:10]=1[NH:9][C:8](=[O:11])[CH:7]2[C:12]1[N:17]=[C:16]([O:18][CH3:19])[N:15]=[C:14]([CH3:20])[N:13]=1.CN1C=CN=C1.[F:27][CH:28]([F:33])[S:29](Cl)(=[O:31])=[O:30].O, predict the reaction product. The product is: [F:27][CH:28]([F:33])[S:29]([N:9]1[C:10]2[C:6](=[CH:5][CH:4]=[CH:3][C:2]=2[F:1])[CH:7]([C:12]2[N:17]=[C:16]([O:18][CH3:19])[N:15]=[C:14]([CH3:20])[N:13]=2)[C:8]1=[O:11])(=[O:31])=[O:30]. (3) Given the reactants [C:1]([O:5][C:6]([N:8]1[C@@H:13]([C@@H:14]([OH:26])[C@@H:15]([NH2:25])[CH2:16][C:17]2[CH:22]=[C:21]([F:23])[CH:20]=[C:19]([F:24])[CH:18]=2)[CH2:12][O:11][C:10]([C:33]2[CH:38]=[CH:37][CH:36]=[CH:35][CH:34]=2)([C:27]2[CH:32]=[CH:31][CH:30]=[CH:29][CH:28]=2)[CH2:9]1)=[O:7])([CH3:4])([CH3:3])[CH3:2].C(N(CC)CC)C.[C:46](OC(=O)C)(=[O:48])[CH3:47], predict the reaction product. The product is: [C:1]([O:5][C:6]([N:8]1[C@@H:13]([C@@H:14]([OH:26])[C@@H:15]([NH:25][C:46](=[O:48])[CH3:47])[CH2:16][C:17]2[CH:22]=[C:21]([F:23])[CH:20]=[C:19]([F:24])[CH:18]=2)[CH2:12][O:11][C:10]([C:33]2[CH:38]=[CH:37][CH:36]=[CH:35][CH:34]=2)([C:27]2[CH:28]=[CH:29][CH:30]=[CH:31][CH:32]=2)[CH2:9]1)=[O:7])([CH3:4])([CH3:2])[CH3:3]. (4) Given the reactants C(OC([N:8]1[CH2:12][C@H:11]([CH:13]=O)[C@@H:10]([CH2:15][C:16]2[CH:21]=[CH:20][CH:19]=[CH:18][CH:17]=2)[CH2:9]1)=O)(C)(C)C.[C:22]([C:24]1[CH:29]=[CH:28][C:27]([NH2:30])=[CH:26][CH:25]=1)#[N:23].Br[CH2:32][C:33]1[CH:42]=[CH:41][C:40]2[C:35](=[CH:36][CH:37]=[CH:38][CH:39]=2)[CH:34]=1, predict the reaction product. The product is: [CH2:15]([C@H:10]1[CH2:9][NH:8][CH2:12][C@@H:11]1[CH2:13][N:30]([CH2:32][C:33]1[CH:42]=[CH:41][C:40]2[C:35](=[CH:36][CH:37]=[CH:38][CH:39]=2)[CH:34]=1)[C:27]1[CH:28]=[CH:29][C:24]([C:22]#[N:23])=[CH:25][CH:26]=1)[C:16]1[CH:17]=[CH:18][CH:19]=[CH:20][CH:21]=1. (5) Given the reactants [C:1]([O:5][C:6]([NH:8][CH2:9][C:10]1[C:11]([CH2:28][CH:29]([CH3:31])[CH3:30])=[N:12][C:13]([CH3:27])=[C:14]([C:19]=1[C:20]1[CH:25]=[CH:24][C:23]([CH3:26])=[CH:22][CH:21]=1)[C:15](OC)=[O:16])=[O:7])([CH3:4])([CH3:3])[CH3:2].C1(C)C=CC=CC=1.[H-].C([Al+]CC(C)C)C(C)C.CO.O.O.O.O.O.O.O.O.O.O.[O-]S([O-])(=O)=O.[Na+].[Na+], predict the reaction product. The product is: [C:1]([O:5][C:6](=[O:7])[NH:8][CH2:9][C:10]1[C:11]([CH2:28][CH:29]([CH3:30])[CH3:31])=[N:12][C:13]([CH3:27])=[C:14]([CH2:15][OH:16])[C:19]=1[C:20]1[CH:21]=[CH:22][C:23]([CH3:26])=[CH:24][CH:25]=1)([CH3:4])([CH3:3])[CH3:2]. (6) Given the reactants Br[C:2]1[CH:16]=[CH:15][C:5]([O:6][C:7]2[CH:14]=[CH:13][C:10]([C:11]#[N:12])=[CH:9][CH:8]=2)=[CH:4][CH:3]=1.[B:17]1([B:17]2[O:21][C:20]([CH3:23])([CH3:22])[C:19]([CH3:25])([CH3:24])[O:18]2)[O:21][C:20]([CH3:23])([CH3:22])[C:19]([CH3:25])([CH3:24])[O:18]1.ClCCl.C([O-])(=O)C.[K+], predict the reaction product. The product is: [CH3:24][C:19]1([CH3:25])[C:20]([CH3:23])([CH3:22])[O:21][B:17]([C:2]2[CH:16]=[CH:15][C:5]([O:6][C:7]3[CH:14]=[CH:13][C:10]([C:11]#[N:12])=[CH:9][CH:8]=3)=[CH:4][CH:3]=2)[O:18]1. (7) Given the reactants [CH2:1]([O:8][C:9]([N:11]1[CH2:15][CH:14]2[CH2:16][S:17](=[O:26])(=[N:19]C(=O)C(F)(F)F)[CH2:18][CH:13]2[CH2:12]1)=[O:10])[C:2]1[CH:7]=[CH:6][CH:5]=[CH:4][CH:3]=1.C(=O)([O-])[O-].[K+].[K+], predict the reaction product. The product is: [CH2:1]([O:8][C:9]([N:11]1[CH2:12][CH:13]2[CH2:18][S:17](=[NH:19])(=[O:26])[CH2:16][CH:14]2[CH2:15]1)=[O:10])[C:2]1[CH:7]=[CH:6][CH:5]=[CH:4][CH:3]=1.